This data is from Reaction yield outcomes from USPTO patents with 853,638 reactions. The task is: Predict the reaction yield, written as a fraction of the theoretical maximum amount of product (1.0 means a 100% yield; for example, 0.34 means a 34% yield). (1) The reactants are [NH2:1][CH2:2][C:3]1[CH:8]=[CH:7][C:6]([CH:9]([CH3:28])[C:10]([NH:12][CH2:13][C:14]2[C:15]([O:24][CH:25]([CH3:27])[CH3:26])=[N:16][C:17]([C:20]([F:23])([F:22])[F:21])=[CH:18][CH:19]=2)=[O:11])=[CH:5][C:4]=1[O:29][CH3:30].[CH3:31][S:32](Cl)(=[O:34])=[O:33]. The catalyst is N1C=CC=CC=1.ClCCl. The product is [CH:25]([O:24][C:15]1[C:14]([CH2:13][NH:12][C:10](=[O:11])[CH:9]([C:6]2[CH:7]=[CH:8][C:3]([CH2:2][NH:1][S:32]([CH3:31])(=[O:34])=[O:33])=[C:4]([O:29][CH3:30])[CH:5]=2)[CH3:28])=[CH:19][CH:18]=[C:17]([C:20]([F:22])([F:23])[F:21])[N:16]=1)([CH3:27])[CH3:26]. The yield is 0.450. (2) The reactants are [CH2:1]([N:3]([CH:27]1[CH2:32][CH2:31][O:30][CH2:29][CH2:28]1)[C:4]1[C:5]([CH3:26])=[C:6]([CH:10]=[C:11]([C:13]2[CH:18]=[CH:17][C:16]([CH2:19][N:20]3[CH2:25][CH2:24][O:23][CH2:22][CH2:21]3)=[CH:15][CH:14]=2)[CH:12]=1)[C:7]([OH:9])=O)[CH3:2].CN(C(ON1N=NC2C=CC=NC1=2)=[N+](C)C)C.F[P-](F)(F)(F)(F)F.CCN(C(C)C)C(C)C.[NH2:66][CH2:67][C:68]1[C:69](=[O:77])[NH:70][C:71]([CH3:76])=[C:72]([F:75])[C:73]=1[CH3:74]. The catalyst is CN(C=O)C. The product is [CH2:1]([N:3]([CH:27]1[CH2:28][CH2:29][O:30][CH2:31][CH2:32]1)[C:4]1[C:5]([CH3:26])=[C:6]([C:7]([NH:66][CH2:67][C:68]2[C:69](=[O:77])[NH:70][C:71]([CH3:76])=[C:72]([F:75])[C:73]=2[CH3:74])=[O:9])[CH:10]=[C:11]([C:13]2[CH:14]=[CH:15][C:16]([CH2:19][N:20]3[CH2:25][CH2:24][O:23][CH2:22][CH2:21]3)=[CH:17][CH:18]=2)[CH:12]=1)[CH3:2]. The yield is 0.730.